From a dataset of Peptide-MHC class II binding affinity with 134,281 pairs from IEDB. Regression. Given a peptide amino acid sequence and an MHC pseudo amino acid sequence, predict their binding affinity value. This is MHC class II binding data. (1) The peptide sequence is HHLVEFEPPHAATIR. The MHC is H-2-IAb with pseudo-sequence H-2-IAb. The binding affinity (normalized) is 0.468. (2) The peptide sequence is AEMKTDAATLAQEAG. The MHC is DRB1_1302 with pseudo-sequence DRB1_1302. The binding affinity (normalized) is 0.586. (3) The peptide sequence is EQCGRQAGGKLCPNN. The MHC is DRB1_1201 with pseudo-sequence DRB1_1201. The binding affinity (normalized) is 0.185. (4) The peptide sequence is HDKKSMGDDHFWAVR. The binding affinity (normalized) is 0.252. The MHC is HLA-DPA10103-DPB10201 with pseudo-sequence HLA-DPA10103-DPB10201. (5) The peptide sequence is EKKYFAATQFEALAA. The MHC is DRB1_0701 with pseudo-sequence DRB1_0701. The binding affinity (normalized) is 0.812.